This data is from Full USPTO retrosynthesis dataset with 1.9M reactions from patents (1976-2016). The task is: Predict the reactants needed to synthesize the given product. (1) Given the product [CH2:10]1[O:11][C:3]2[C:4]([C:12]([OH:20])=[O:13])([NH:5][CH:6]=[CH:7][CH:2]=2)[O:9]1, predict the reactants needed to synthesize it. The reactants are: N[C:2]1[C:7](Cl)=[CH:6][N:5]=[C:4]2[O:9][CH2:10][O:11][C:3]=12.[CH2:12]1[O:20]C2C(=NC=CC=2)[O:13]1.C(=O)=O. (2) The reactants are: [C:1]([N:5]1[CH:10]=[CH:9][C:8]([CH3:12])([CH3:11])[CH2:7][CH2:6]1)([CH3:4])([CH3:3])[CH3:2].C(N(CC)CC)C.[C:20](Cl)(=[O:23])[CH:21]=[CH2:22]. Given the product [C:1]([N:5]1[CH2:6][CH2:7][C:8]([CH3:12])([CH3:11])[C:9]([C:20](=[O:23])[CH:21]=[CH2:22])=[CH:10]1)([CH3:4])([CH3:2])[CH3:3], predict the reactants needed to synthesize it. (3) Given the product [Cl:1][CH2:2][C:3]1([C:5]2[CH:10]=[C:9]([CH3:11])[CH:8]=[CH:7][C:6]=2[CH3:12])[O:16][CH:14]([CH3:15])[CH2:13][O:4]1, predict the reactants needed to synthesize it. The reactants are: [Cl:1][CH2:2][C:3]([C:5]1[CH:10]=[C:9]([CH3:11])[CH:8]=[CH:7][C:6]=1[CH3:12])=[O:4].[CH2:13](O)[CH:14]([OH:16])[CH3:15]. (4) Given the product [CH2:37]([O:39][C:40]([N:42]1[CH2:43][CH2:44][N:45]([C:48]([CH:50]([NH:60][C:12]([C:8]2[CH:7]=[C:6]([OH:15])[C:5]3[C:10](=[CH:11][CH:2]=[CH:3][CH:4]=3)[N:9]=2)=[O:14])[CH2:51][CH2:52][C:53]([O:55][C:56]([CH3:59])([CH3:58])[CH3:57])=[O:54])=[O:49])[CH2:46][CH2:47]1)=[O:41])[CH3:38], predict the reactants needed to synthesize it. The reactants are: C[C:2]1[CH:11]=[C:10]2[C:5]([C:6]([OH:15])=[CH:7][C:8]([C:12]([OH:14])=O)=[N:9]2)=[CH:4][CH:3]=1.ON1C2C=CC=CC=2N=N1.CN(C)CCCN=C=NCC.[CH2:37]([O:39][C:40]([N:42]1[CH2:47][CH2:46][N:45]([C:48]([CH:50]([NH2:60])[CH2:51][CH2:52][C:53]([O:55][C:56]([CH3:59])([CH3:58])[CH3:57])=[O:54])=[O:49])[CH2:44][CH2:43]1)=[O:41])[CH3:38]. (5) The reactants are: C(Cl)(=O)[C:2](Cl)=[O:3].CS(C)=O.[C:11]([O:15][C:16]([N:18]1[CH:22]([CH2:23][C:24]2[CH:29]=[C:28](CO)[C:27]([O:32][CH2:33][C:34]3[CH:39]=[CH:38][CH:37]=[CH:36][CH:35]=3)=[CH:26][C:25]=2[F:40])[C:21](=[O:41])[N:20]([CH3:42])[CH:19]1[C:43]([CH3:46])([CH3:45])[CH3:44])=[O:17])([CH3:14])([CH3:13])[CH3:12].C(N(CC)CC)C. Given the product [C:11]([O:15][C:16]([N:18]1[CH:22]([CH:23]([CH:2]=[O:3])[C:24]2[CH:29]=[CH:28][C:27]([O:32][CH2:33][C:34]3[CH:39]=[CH:38][CH:37]=[CH:36][CH:35]=3)=[CH:26][C:25]=2[F:40])[C:21](=[O:41])[N:20]([CH3:42])[CH:19]1[C:43]([CH3:45])([CH3:44])[CH3:46])=[O:17])([CH3:14])([CH3:13])[CH3:12], predict the reactants needed to synthesize it. (6) Given the product [N:1]1([C:7](=[S:8])[NH2:9])[CH2:6][CH2:5][O:4][CH2:3][CH2:2]1, predict the reactants needed to synthesize it. The reactants are: [N:1]1([C:7]([NH:9]C(=O)C2C=CC=CC=2)=[S:8])[CH2:6][CH2:5][O:4][CH2:3][CH2:2]1.[OH-].[Na+]. (7) Given the product [C:1]([O:5][C:6]([NH:7][CH2:8][CH:9]([O:13][S:23]([CH3:22])(=[O:25])=[O:24])[CH2:10][CH2:11][O:12][S:23]([CH3:22])(=[O:25])=[O:24])=[O:14])([CH3:4])([CH3:2])[CH3:3], predict the reactants needed to synthesize it. The reactants are: [C:1]([O:5][C:6](=[O:14])[NH:7][CH2:8][CH:9]([OH:13])[CH2:10][CH2:11][OH:12])([CH3:4])([CH3:3])[CH3:2].C(N(CC)CC)C.[CH3:22][S:23](Cl)(=[O:25])=[O:24].